Task: Predict which catalyst facilitates the given reaction.. Dataset: Catalyst prediction with 721,799 reactions and 888 catalyst types from USPTO Product: [CH2:1]([N:8]1[CH:12]=[C:11]([C:13]([OH:15])=[O:14])[C:10]([O:18][CH2:19][C:20]2[CH:21]=[CH:22][C:23]([O:26][CH2:27][C:28]3[N:29]=[C:30]([C:34]4[O:35][CH:36]=[CH:37][CH:38]=4)[O:31][C:32]=3[CH3:33])=[CH:24][CH:25]=2)=[N:9]1)[C:2]1[CH:7]=[CH:6][CH:5]=[CH:4][CH:3]=1. Reactant: [CH2:1]([N:8]1[CH:12]=[C:11]([C:13]([O:15]CC)=[O:14])[C:10]([O:18][CH2:19][C:20]2[CH:25]=[CH:24][C:23]([O:26][CH2:27][C:28]3[N:29]=[C:30]([C:34]4[O:35][CH:36]=[CH:37][CH:38]=4)[O:31][C:32]=3[CH3:33])=[CH:22][CH:21]=2)=[N:9]1)[C:2]1[CH:7]=[CH:6][CH:5]=[CH:4][CH:3]=1.O1CCCC1.[OH-].[Na+].Cl. The catalyst class is: 97.